From a dataset of Forward reaction prediction with 1.9M reactions from USPTO patents (1976-2016). Predict the product of the given reaction. (1) The product is: [OH:11][C:3]1[CH:8]([CH3:9])[O:7][C:5](=[O:6])[C:4]=1[CH3:10]. Given the reactants BrC(C)[C:3](=[O:11])[CH:4]([CH3:10])[C:5]([O:7][CH2:8][CH3:9])=[O:6].[OH-].[K+], predict the reaction product. (2) Given the reactants C(OC[N:10]1[C:14]2[CH:15]=[N:16][NH:17][C:18](=[O:19])[C:13]=2[C:12]([CH2:20][C:21]2[CH:26]=[CH:25][CH:24]=[C:23]([C:27]([OH:29])=[O:28])[CH:22]=2)=[C:11]1[C:30]1[CH:35]=[CH:34][C:33]([O:36][CH:37]([F:39])[F:38])=[C:32]([O:40][CH:41]2[CH2:43][CH2:42]2)[CH:31]=1)C1C=CC=CC=1.C(OCN1C2C=NNC(=O)C=2C(CC2C=CC=CC=2F)=C1C1C=CC(OC(F)F)=C(OC2CC2)C=1)C1C=CC=CC=1, predict the reaction product. The product is: [C:27]([C:23]1[CH:22]=[C:21]([CH:26]=[CH:25][CH:24]=1)[CH2:20][C:12]1[C:13]2[C:18](=[O:19])[NH:17][N:16]=[CH:15][C:14]=2[NH:10][C:11]=1[C:30]1[CH:35]=[CH:34][C:33]([O:36][CH:37]([F:39])[F:38])=[C:32]([O:40][CH:41]2[CH2:43][CH2:42]2)[CH:31]=1)([OH:29])=[O:28]. (3) Given the reactants [C:1](OC(=O)C)(=[O:3])C.C(O)=O.FC(F)(F)C(O)=O.FC(F)(F)C(O)=O.[NH2:25][C:26]1[C:31]2=[C:32]([C:47]3[S:48][C:49]4[C:55]([O:56][CH3:57])=[CH:54][C:53]([CH3:58])=[CH:52][C:50]=4[CH:51]=3)[C:33]([CH2:42][NH:43][C:44](=[O:46])[CH3:45])=[C:34]([CH2:35][N:36]3[CH2:41][CH2:40][NH:39][CH2:38][CH2:37]3)[N:30]2[N:29]=[CH:28][N:27]=1, predict the reaction product. The product is: [NH2:25][C:26]1[C:31]2=[C:32]([C:47]3[S:48][C:49]4[C:55]([O:56][CH3:57])=[CH:54][C:53]([CH3:58])=[CH:52][C:50]=4[CH:51]=3)[C:33]([CH2:42][NH:43][C:44](=[O:46])[CH3:45])=[C:34]([CH2:35][N:36]3[CH2:37][CH2:38][N:39]([CH:1]=[O:3])[CH2:40][CH2:41]3)[N:30]2[N:29]=[CH:28][N:27]=1. (4) Given the reactants CS([O:5][CH2:6][CH:7]1[CH2:12][CH2:11][N:10]([C:13]([O:15][C:16]([CH3:19])([CH3:18])[CH3:17])=[O:14])[CH2:9][CH2:8]1)(=O)=O.[Br:20][C:21]1[CH:26]=[CH:25][C:24](O)=[CH:23][CH:22]=1.C([O-])([O-])=O.[K+].[K+].O, predict the reaction product. The product is: [Br:20][C:21]1[CH:26]=[CH:25][C:24]([O:5][CH2:6][CH:7]2[CH2:12][CH2:11][N:10]([C:13]([O:15][C:16]([CH3:19])([CH3:18])[CH3:17])=[O:14])[CH2:9][CH2:8]2)=[CH:23][CH:22]=1. (5) The product is: [ClH:25].[ClH:25].[C@H:28]1([CH2:38][N:39]2[CH2:44][CH2:43][CH:42]([NH:45][C:22]([C:16]3[NH:17][C:18]4[C:14]([CH:15]=3)=[C:13]([O:12][CH2:11][C:8]3[C:7]5[C:2]([F:1])=[CH:3][CH:4]=[CH:5][C:6]=5[O:10][CH:9]=3)[CH:21]=[CH:20][CH:19]=4)=[O:24])[CH2:41][CH2:40]2)[C@@H:37]2[N:32]([CH2:33][CH2:34][CH2:35][CH2:36]2)[CH2:31][CH2:30][CH2:29]1. Given the reactants [F:1][C:2]1[C:7]2[C:8]([CH2:11][O:12][C:13]3[CH:21]=[CH:20][CH:19]=[C:18]4[C:14]=3[CH:15]=[C:16]([C:22]([OH:24])=O)[NH:17]4)=[CH:9][O:10][C:6]=2[CH:5]=[CH:4][CH:3]=1.[ClH:25].Cl.Cl.[C@H:28]1([CH2:38][N:39]2[CH2:44][CH2:43][CH:42]([NH2:45])[CH2:41][CH2:40]2)[C@@H:37]2[N:32]([CH2:33][CH2:34][CH2:35][CH2:36]2)[CH2:31][CH2:30][CH2:29]1, predict the reaction product. (6) Given the reactants [CH3:1][O:2][C:3](=[O:20])[C:4]1[CH:9]=[C:8]([N+:10]([O-:12])=[O:11])[CH:7]=[C:6]([NH:13][C:14](=[O:19])[CH2:15][CH2:16][CH2:17]Cl)[CH:5]=1.[H-].[Na+].CO, predict the reaction product. The product is: [CH3:1][O:2][C:3](=[O:20])[C:4]1[CH:5]=[C:6]([N:13]2[CH2:17][CH2:16][CH2:15][C:14]2=[O:19])[CH:7]=[C:8]([N+:10]([O-:12])=[O:11])[CH:9]=1. (7) Given the reactants [CH3:1][O:2][C:3]1[CH:9]=[CH:8][CH:7]=[C:6]([N+:10]([O-])=O)[C:4]=1[NH2:5].CCO, predict the reaction product. The product is: [CH3:1][O:2][C:3]1[CH:9]=[CH:8][CH:7]=[C:6]([NH2:10])[C:4]=1[NH2:5]. (8) Given the reactants O.[OH-].[Li+].O.[F:5][C:6]1[CH:14]=[C:13]2[C:9]([C:10]([C:25]([O:27]C)=[O:26])=[CH:11][N:12]2[C:15]2[C:24]3[C:19](=[CH:20][CH:21]=[CH:22][CH:23]=3)[N:18]=[CH:17][CH:16]=2)=[CH:8][CH:7]=1.Cl, predict the reaction product. The product is: [C:25]([C:10]1[C:9]2[C:13](=[CH:14][C:6]([F:5])=[CH:7][CH:8]=2)[N:12]([C:15]2[C:24]3[C:19](=[CH:20][CH:21]=[CH:22][CH:23]=3)[N:18]=[CH:17][CH:16]=2)[CH:11]=1)([OH:27])=[O:26]. (9) Given the reactants [CH3:1][N:2]1[C:6]([CH2:7]O)=[CH:5][C:4]([CH3:9])=[N:3]1.S(Cl)([Cl:12])=O, predict the reaction product. The product is: [Cl:12][CH2:7][C:6]1[N:2]([CH3:1])[N:3]=[C:4]([CH3:9])[CH:5]=1.